Dataset: Full USPTO retrosynthesis dataset with 1.9M reactions from patents (1976-2016). Task: Predict the reactants needed to synthesize the given product. (1) Given the product [CH3:1][O:2][C:3](=[O:19])[C:4]1[CH:9]=[CH:8][C:7]([O:10][CH2:11][C:12]2[CH:13]=[N:14][CH:15]=[CH:16][CH:17]=2)=[CH:6][C:5]=1[O:18][S:20]([C:23]([F:26])([F:25])[F:24])(=[O:22])=[O:21], predict the reactants needed to synthesize it. The reactants are: [CH3:1][O:2][C:3](=[O:19])[C:4]1[CH:9]=[CH:8][C:7]([O:10][CH2:11][C:12]2[CH:13]=[N:14][CH:15]=[CH:16][CH:17]=2)=[CH:6][C:5]=1[OH:18].[S:20](O[S:20]([C:23]([F:26])([F:25])[F:24])(=[O:22])=[O:21])([C:23]([F:26])([F:25])[F:24])(=[O:22])=[O:21].O.[OH-].[Na+]. (2) Given the product [CH3:3][C:2]1[C:10]2[C:5](=[CH:6][CH:7]=[C:8]([C:11]([F:14])([F:13])[F:12])[CH:9]=2)[NH:4][CH:1]=1, predict the reactants needed to synthesize it. The reactants are: [CH2:1]([NH:4][C:5]1[CH:10]=[CH:9][C:8]([C:11]([F:14])([F:13])[F:12])=[CH:7][C:6]=1I)[CH:2]=[CH2:3].C(=O)([O-])[O-].[K+].[K+]. (3) Given the product [CH3:17][C:11]1[CH:10]=[C:9]2[C:14]([CH:15]=[CH:16][C:7]([CH2:6][CH2:5][CH:4]=[O:3])=[N:8]2)=[CH:13][CH:12]=1, predict the reactants needed to synthesize it. The reactants are: C([O:3][CH:4](OCC)[CH2:5][CH2:6][C:7]1[CH:16]=[CH:15][C:14]2[C:9](=[CH:10][C:11]([CH3:17])=[CH:12][CH:13]=2)[N:8]=1)C. (4) The reactants are: C1(O)C=CC=CC=1.FC(F)(F)S(OC[P:15]([O:25][CH2:26][C:27]1[CH:32]=[CH:31][CH:30]=[CH:29][CH:28]=1)(=[O:24])[O:16][CH2:17][C:18]1[CH:23]=[CH:22][CH:21]=[CH:20][CH:19]=1)(=O)=O.C([O-])([O-])=O.[Cs+].[Cs+]. Given the product [PH:15](=[O:24])([O:25][CH2:26][C:27]1[CH:32]=[CH:31][CH:30]=[CH:29][CH:28]=1)[O:16][CH2:17][C:18]1[CH:23]=[CH:22][CH:21]=[CH:20][CH:19]=1, predict the reactants needed to synthesize it. (5) Given the product [CH2:3]([O:10][C@@H:11]1[C@@H:16]([O:17][CH2:18][C:19]2[CH:20]=[CH:21][CH:22]=[CH:23][CH:24]=2)[C@H:15]([O:25][CH2:26][C:27]2[CH:32]=[CH:31][CH:30]=[CH:29][CH:28]=2)[C@@H:14]([CH2:33][O:34][CH2:35][C:36]2[CH:37]=[CH:38][CH:39]=[CH:40][CH:41]=2)[O:13][C@H:12]1[C:42]1[CH:47]=[CH:46][CH:45]=[C:44]([CH2:48][C:49]2[CH:54]=[CH:53][CH:52]=[CH:51][N:50]=2)[CH:43]=1)[C:4]1[CH:9]=[CH:8][CH:7]=[CH:6][CH:5]=1, predict the reactants needed to synthesize it. The reactants are: [H-].[Na+].[CH2:3]([O:10][C@@H:11]1[C@@H:16]([O:17][CH2:18][C:19]2[CH:24]=[CH:23][CH:22]=[CH:21][CH:20]=2)[C@H:15]([O:25][CH2:26][C:27]2[CH:32]=[CH:31][CH:30]=[CH:29][CH:28]=2)[C@@H:14]([CH2:33][O:34][CH2:35][C:36]2[CH:41]=[CH:40][CH:39]=[CH:38][CH:37]=2)[O:13][C@H:12]1[C:42]1[CH:47]=[CH:46][CH:45]=[C:44]([CH:48](O)[C:49]2[CH:54]=[CH:53][CH:52]=[CH:51][N:50]=2)[CH:43]=1)[C:4]1[CH:9]=[CH:8][CH:7]=[CH:6][CH:5]=1.CI.C([SnH](CCCC)CCCC)CCC. (6) Given the product [Br:1][C:2]1[CH:7]=[CH:6][C:5]([C@H:8]2[CH2:10][C@@H:9]2[CH2:11][N:25]2[CH2:26][CH2:27][CH2:28][C@@H:24]2[CH3:23])=[CH:4][CH:3]=1, predict the reactants needed to synthesize it. The reactants are: [Br:1][C:2]1[CH:7]=[CH:6][C:5]([C@H:8]2[CH2:10][C@@H:9]2[CH:11]=O)=[CH:4][CH:3]=1.C(O)(=O)C(C(C(O)=O)O)O.[CH3:23][C@H:24]1[CH2:28][CH2:27][CH2:26][NH:25]1.C([BH3-])#N.[Na+].[OH-].[Na+]. (7) Given the product [Cl:1][C:2]1[CH:9]=[CH:8][C:5]([CH2:6][O:7][C:16]2[C:11]([F:10])=[CH:12][C:13]([F:18])=[C:14]([F:17])[N:15]=2)=[CH:4][CH:3]=1, predict the reactants needed to synthesize it. The reactants are: [Cl:1][C:2]1[CH:9]=[CH:8][C:5]([CH2:6][OH:7])=[CH:4][CH:3]=1.[F:10][C:11]1[C:12](F)=[C:13]([F:18])[C:14]([F:17])=[N:15][CH:16]=1.C(=O)([O-])[O-].[Cs+].[Cs+].O.